From a dataset of Forward reaction prediction with 1.9M reactions from USPTO patents (1976-2016). Predict the product of the given reaction. (1) Given the reactants [H-].[H-].[H-].[H-].[Li+].[Al+3].[CH:7]([N:10]1[CH2:15][CH2:14][N:13]([C:16]2[N:21]=[CH:20][C:19]([C:22]3[CH:29]=[CH:28][C:25]([C:26]#[N:27])=[CH:24][CH:23]=3)=[CH:18][CH:17]=2)[CH2:12][CH2:11]1)([CH3:9])[CH3:8].[OH-].[Na+], predict the reaction product. The product is: [CH:7]([N:10]1[CH2:11][CH2:12][N:13]([C:16]2[N:21]=[CH:20][C:19]([C:22]3[CH:29]=[CH:28][C:25]([CH2:26][NH2:27])=[CH:24][CH:23]=3)=[CH:18][CH:17]=2)[CH2:14][CH2:15]1)([CH3:9])[CH3:8]. (2) Given the reactants [C:1]([C:3]1[N:7]([CH:8]2[CH2:13][CH2:12][N:11]([CH:14]3[CH2:20][CH2:19][CH2:18][N:17]([C:21]([O:23][CH2:24][CH3:25])=[O:22])[CH2:16][CH2:15]3)[CH2:10][CH2:9]2)[N:6]=[CH:5][CH:4]=1)#[N:2], predict the reaction product. The product is: [NH2:2][CH2:1][C:3]1[N:7]([CH:8]2[CH2:9][CH2:10][N:11]([CH:14]3[CH2:20][CH2:19][CH2:18][N:17]([C:21]([O:23][CH2:24][CH3:25])=[O:22])[CH2:16][CH2:15]3)[CH2:12][CH2:13]2)[N:6]=[CH:5][CH:4]=1. (3) Given the reactants [CH3:1][O:2][C:3](=[O:12])[C:4]1[CH:9]=[CH:8][C:7]([NH2:10])=[C:6]([CH3:11])[CH:5]=1.N1C=CC=CC=1.[F:19][C:20]([F:37])([F:36])[C:21]1[CH:26]=[CH:25][C:24]([C:27]2[C:28]([C:33](Cl)=[O:34])=[CH:29][CH:30]=[CH:31][CH:32]=2)=[CH:23][CH:22]=1.N#N, predict the reaction product. The product is: [CH3:1][O:2][C:3](=[O:12])[C:4]1[CH:9]=[CH:8][C:7]([NH:10][C:33]([C:28]2[C:27]([C:24]3[CH:25]=[CH:26][C:21]([C:20]([F:19])([F:36])[F:37])=[CH:22][CH:23]=3)=[CH:32][CH:31]=[CH:30][CH:29]=2)=[O:34])=[C:6]([CH3:11])[CH:5]=1. (4) Given the reactants [Br:1][C:2]1[CH:7]=[CH:6][C:5]([O:8]C)=[CH:4][C:3]=1[N+:10]([O-:12])=[O:11].B(Br)(Br)Br, predict the reaction product. The product is: [Br:1][C:2]1[CH:7]=[CH:6][C:5]([OH:8])=[CH:4][C:3]=1[N+:10]([O-:12])=[O:11]. (5) Given the reactants C(NC(C)C)(C)C.C([Li])CCC.[Si]([O:20][CH2:21][C:22]1[CH:27]=[CH:26][N:25]=[CH:24][CH:23]=1)(C(C)(C)C)(C)C.[Cl:28][C:29]1[CH:36]=[CH:35][C:32]([CH:33]=[O:34])=[CH:31][C:30]=1[O:37][CH3:38].C(=O)([O-])O.[Na+], predict the reaction product. The product is: [Cl:28][C:29]1[CH:36]=[CH:35][C:32]([CH:33]([OH:34])[CH:21]([C:22]2[CH:23]=[CH:24][N:25]=[CH:26][CH:27]=2)[OH:20])=[CH:31][C:30]=1[O:37][CH3:38]. (6) Given the reactants [OH:1][C@@:2]([CH3:53])([C:5](=[O:52])[C@@H:6]([NH:11][C:12]([C@@H:14]([NH:22][C:23](=[O:51])[C@@H:24]([NH:29][C:30](=[O:50])[C@@H:31]([NH:40][C:41](=[O:49])[CH2:42][N:43]1[CH2:48][CH2:47][O:46][CH2:45][CH2:44]1)[CH2:32][CH2:33][C:34]1[CH:39]=[CH:38][CH:37]=[CH:36][CH:35]=1)[CH2:25][CH:26]([CH3:28])[CH3:27])[CH2:15][C:16]1[CH:21]=[CH:20][CH:19]=[CH:18][CH:17]=1)=[O:13])[CH2:7][CH:8]([CH3:10])[CH3:9])[CH2:3][I:4].[C:54](O)(=[O:59])[CH2:55][CH2:56][C:57]#[CH:58].C1CCC(N=C=NC2CCCCC2)CC1, predict the reaction product. The product is: [C:54]([O:1][C@:2]([CH3:53])([CH2:3][I:4])[C:5](=[O:52])[C@H:6]([CH2:7][CH:8]([CH3:9])[CH3:10])[NH:11][C:12](=[O:13])[C@H:14]([CH2:15][C:16]1[CH:17]=[CH:18][CH:19]=[CH:20][CH:21]=1)[NH:22][C:23](=[O:51])[C@H:24]([CH2:25][CH:26]([CH3:27])[CH3:28])[NH:29][C:30](=[O:50])[C@H:31]([CH2:32][CH2:33][C:34]1[CH:35]=[CH:36][CH:37]=[CH:38][CH:39]=1)[NH:40][C:41](=[O:49])[CH2:42][N:43]1[CH2:44][CH2:45][O:46][CH2:47][CH2:48]1)(=[O:59])[CH2:55][CH2:56][C:57]#[CH:58]. (7) Given the reactants [ClH:1].Cl.[C:3]1([C:9]2[N:10]=[C:11]3[CH:16]=[C:15]([NH2:17])[CH:14]=[CH:13][N:12]3[CH:18]=2)[CH:8]=[CH:7][CH:6]=[CH:5][CH:4]=1.[H][H], predict the reaction product. The product is: [ClH:1].[C:3]1([C:9]2[N:10]=[C:11]3[CH2:16][CH:15]([NH2:17])[CH2:14][CH2:13][N:12]3[CH:18]=2)[CH:4]=[CH:5][CH:6]=[CH:7][CH:8]=1.